Task: Regression. Given a peptide amino acid sequence and an MHC pseudo amino acid sequence, predict their binding affinity value. This is MHC class II binding data.. Dataset: Peptide-MHC class II binding affinity with 134,281 pairs from IEDB The peptide sequence is ELQVIEKVDAAFKVA. The MHC is DRB1_0301 with pseudo-sequence DRB1_0301. The binding affinity (normalized) is 0.582.